Dataset: Experimentally validated miRNA-target interactions with 360,000+ pairs, plus equal number of negative samples. Task: Binary Classification. Given a miRNA mature sequence and a target amino acid sequence, predict their likelihood of interaction. The miRNA is hsa-miR-6732-3p with sequence UAACCCUGUCCUCUCCCUCCCAG. The protein sequence of the target gene is MKVLAAGIVPLLLLVLHWKHGAGSPLPITPVNATCAIRHPCHGNLMNQIKNQLAQLNGSANALFISYYTAQGEPFPNNVEKLCAPNMTDFPSFHGNGTEKTKLVELYRMVAYLSASLTNITRDQKVLNPTAVSLQVKLNATIDVMRGLLSNVLCRLCNKYRVGHVDVPPVPDHSDKEAFQRKKLGCQLLGTYKQVISVVVQAF. Result: 0 (no interaction).